This data is from Full USPTO retrosynthesis dataset with 1.9M reactions from patents (1976-2016). The task is: Predict the reactants needed to synthesize the given product. Given the product [C:1]([NH:4][C:5]1[CH:10]=[C:9]([N:11]2[CH:15]=[C:14]([C:16]([NH2:22])=[O:17])[C:13]([I:19])=[N:12]2)[C:8]([CH3:20])=[CH:7][N:6]=1)(=[O:3])[CH3:2], predict the reactants needed to synthesize it. The reactants are: [C:1]([NH:4][C:5]1[CH:10]=[C:9]([N:11]2[CH:15]=[C:14]([C:16](O)=[O:17])[C:13]([I:19])=[N:12]2)[C:8]([CH3:20])=[CH:7][N:6]=1)(=[O:3])[CH3:2].C[N:22](C(ON1N=NC2C=CC=CC1=2)=[N+](C)C)C.[B-](F)(F)(F)F.CCN(C(C)C)C(C)C.N.